Dataset: Forward reaction prediction with 1.9M reactions from USPTO patents (1976-2016). Task: Predict the product of the given reaction. (1) Given the reactants Br[C:2]1[CH:3]=[C:4]2[C:9](=[CH:10][CH:11]=1)[N:8]=[CH:7][C:6]([C:12]([CH:14]1[CH2:16][CH2:15]1)=[O:13])=[C:5]2[NH:17][CH:18]1[CH2:23][CH2:22][CH:21]([N:24]([CH2:27][CH3:28])[CH2:25][CH3:26])[CH2:20][CH2:19]1.[Cl:29][C:30]1[CH:31]=[C:32](B(O)O)[CH:33]=[CH:34][C:35]=1[OH:36], predict the reaction product. The product is: [Cl:29][C:30]1[CH:31]=[C:32]([C:2]2[CH:3]=[C:4]3[C:9](=[CH:10][CH:11]=2)[N:8]=[CH:7][C:6]([C:12]([CH:14]2[CH2:15][CH2:16]2)=[O:13])=[C:5]3[NH:17][CH:18]2[CH2:19][CH2:20][CH:21]([N:24]([CH2:25][CH3:26])[CH2:27][CH3:28])[CH2:22][CH2:23]2)[CH:33]=[CH:34][C:35]=1[OH:36]. (2) Given the reactants I([O-])(=O)(=O)=[O:2].[Na+].[CH:7]([CH:9]1[C:13]2([CH2:15][CH2:14]2)[NH:12][C:11](=[O:16])[CH2:10]1)=C, predict the reaction product. The product is: [O:16]=[C:11]1[CH2:10][CH:9]([CH:7]=[O:2])[C:13]2([CH2:15][CH2:14]2)[NH:12]1.